Dataset: Reaction yield outcomes from USPTO patents with 853,638 reactions. Task: Predict the reaction yield, written as a fraction of the theoretical maximum amount of product (1.0 means a 100% yield; for example, 0.34 means a 34% yield). The reactants are [C:1]([OH:20])(=[O:19])[CH2:2][CH2:3][CH2:4][CH2:5][CH2:6][CH2:7][CH2:8][CH2:9][CH2:10][CH2:11][CH2:12][CH2:13][CH2:14][CH2:15][CH2:16][CH2:17][CH3:18].O[N:22]1[C:26](=[O:27])[CH2:25][CH2:24][C:23]1=[O:28].C1CCC(N=C=NC2CCCCC2)CC1. The catalyst is C(OCC)(=O)C. The product is [C:1]([O:20][N:22]1[C:26](=[O:27])[CH2:25][CH2:24][C:23]1=[O:28])(=[O:19])[CH2:2][CH2:3][CH2:4][CH2:5][CH2:6][CH2:7][CH2:8][CH2:9][CH2:10][CH2:11][CH2:12][CH2:13][CH2:14][CH2:15][CH2:16][CH2:17][CH3:18]. The yield is 0.740.